Dataset: Peptide-MHC class I binding affinity with 185,985 pairs from IEDB/IMGT. Task: Regression. Given a peptide amino acid sequence and an MHC pseudo amino acid sequence, predict their binding affinity value. This is MHC class I binding data. The binding affinity (normalized) is 0.192. The MHC is H-2-Db with pseudo-sequence H-2-Db. The peptide sequence is YRRVNGKWM.